Dataset: Drug-target binding data from BindingDB using IC50 measurements. Task: Regression. Given a target protein amino acid sequence and a drug SMILES string, predict the binding affinity score between them. We predict pIC50 (pIC50 = -log10(IC50 in M); higher means more potent). Dataset: bindingdb_ic50. (1) The drug is O=C(Nc1cccnc1C(=O)Nc1nccs1)c1ccc(F)cc1. The target protein (P0AE18) has sequence MAISIKTPEDIEKMRVAGRLAAEVLEMIEPYVKPGVSTGELDRICNDYIVNEQHAVSACLGYHGYPKSVCISINEVVCHGIPDDAKLLKDGDIVNIDVTVIKDGFHGDTSKMFIVGKPTIMGERLCRITQESLYLALRMVKPGINLREIGAAIQKFVEAEGFSVVREYCGHGIGRGFHEEPQVLHYDSRETNVVLKPGMTFTIEPMVNAGKKEIRTMKDGWTVKTKDRSLSAQYEHTIVVTDNGCEILTLRKDDTIPAIISHDE. The pIC50 is 5.9. (2) The small molecule is CC(C)(C)OC(=O)N1CC(NC(=O)c2cccn3c(=O)c4cc5ccccc5cc4nc23)C1. The target protein (O95602) has sequence MLISKNMPWRRLQGISFGMYSAEELKKLSVKSITNPRYLDSLGNPSANGLYDLALGPADSKEVCSTCVQDFSNCSGHLGHIELPLTVYNPLLFDKLYLLLRGSCLNCHMLTCPRAVIHLLLCQLRVLEVGALQAVYELERILNRFLEENPDPSASEIREELEQYTTEIVQNNLLGSQGAHVKNVCESKSKLIALFWKAHMNAKRCPHCKTGRSVVRKEHNSKLTITFPAMVHRTAGQKDSEPLGIEEAQIGKRGYLTPTSAREHLSALWKNEGFFLNYLFSGMDDDGMESRFNPSVFFLDFLVVPPSRYRPVSRLGDQMFTNGQTVNLQAVMKDVVLIRKLLALMAQEQKLPEEVATPTTDEEKDSLIAIDRSFLSTLPGQSLIDKLYNIWIRLQSHVNIVFDSEMDKLMMDKYPGIRQILEKKEGLFRKHMMGKRVDYAARSVICPDMYINTNEIGIPMVFATKLTYPQPVTPWNVQELRQAVINGPNVHPGASMVINE.... The pIC50 is 4.5.